Dataset: Forward reaction prediction with 1.9M reactions from USPTO patents (1976-2016). Task: Predict the product of the given reaction. (1) Given the reactants C([Li])CCC.CC1(C)CCCC(C)(C)N1.[C:16]([O:20][C:21]([N:23]1[CH:27]=[CH:26][CH:25]=[CH:24]1)=[O:22])([CH3:19])([CH3:18])[CH3:17].[CH3:28][C:29]1[CH:56]=[CH:55][CH:54]=[CH:53][C:30]=1[CH2:31][N:32]([CH2:45][C:46]1[CH:51]=[CH:50][CH:49]=[CH:48][C:47]=1[CH3:52])[C@@H:33]([CH2:36][C:37]1[CH:42]=[C:41]([F:43])[CH:40]=[C:39]([F:44])[CH:38]=1)[CH:34]=[O:35], predict the reaction product. The product is: [C:16]([O:20][C:21]([N:23]1[CH:27]=[CH:26][CH:25]=[C:24]1[C@@H:34]([OH:35])[C@@H:33]([N:32]([CH2:31][C:30]1[CH:53]=[CH:54][CH:55]=[CH:56][C:29]=1[CH3:28])[CH2:45][C:46]1[CH:51]=[CH:50][CH:49]=[CH:48][C:47]=1[CH3:52])[CH2:36][C:37]1[CH:42]=[C:41]([F:43])[CH:40]=[C:39]([F:44])[CH:38]=1)=[O:22])([CH3:19])([CH3:17])[CH3:18]. (2) Given the reactants [Na+].[CH:2]1[C:15]2[C:14](=[O:16])[C:13]3[C:8](=[CH:9][CH:10]=[CH:11][CH:12]=3)[C:7](=[O:17])[C:6]=2[CH:5]=[CH:4][C:3]=1[S:18]([O-:21])(=O)=[O:19].CN(C=O)C.S(Cl)([Cl:29])=O, predict the reaction product. The product is: [CH:2]1[C:15]2[C:14](=[O:16])[C:13]3[C:8](=[CH:9][CH:10]=[CH:11][CH:12]=3)[C:7](=[O:17])[C:6]=2[CH:5]=[CH:4][C:3]=1[S:18]([Cl:29])(=[O:21])=[O:19]. (3) Given the reactants Cl.[CH3:2][S:3]([C:6]1[CH:12]=[CH:11][C:9]([NH2:10])=[CH:8][CH:7]=1)(=[O:5])=[O:4].C[Al](C)C.[C:17]([C:19]1[CH:24]=[CH:23][N:22]=[CH:21][CH:20]=1)#[N:18], predict the reaction product. The product is: [CH3:2][S:3]([C:6]1[CH:12]=[CH:11][C:9]([NH:10][C:17]([C:19]2[CH:24]=[CH:23][N:22]=[CH:21][CH:20]=2)=[NH:18])=[CH:8][CH:7]=1)(=[O:4])=[O:5].